From a dataset of NCI-60 drug combinations with 297,098 pairs across 59 cell lines. Regression. Given two drug SMILES strings and cell line genomic features, predict the synergy score measuring deviation from expected non-interaction effect. (1) Drug 1: CC(C1=C(C=CC(=C1Cl)F)Cl)OC2=C(N=CC(=C2)C3=CN(N=C3)C4CCNCC4)N. Drug 2: C1CC(C1)(C(=O)O)C(=O)O.[NH2-].[NH2-].[Pt+2]. Cell line: NCI-H322M. Synergy scores: CSS=-3.05, Synergy_ZIP=-0.405, Synergy_Bliss=-3.30, Synergy_Loewe=-6.29, Synergy_HSA=-5.84. (2) Drug 1: C1CCC(CC1)NC(=O)N(CCCl)N=O. Drug 2: CC=C1C(=O)NC(C(=O)OC2CC(=O)NC(C(=O)NC(CSSCCC=C2)C(=O)N1)C(C)C)C(C)C. Cell line: HCT-15. Synergy scores: CSS=22.5, Synergy_ZIP=-5.37, Synergy_Bliss=0.680, Synergy_Loewe=-1.02, Synergy_HSA=-0.184. (3) Drug 1: CS(=O)(=O)CCNCC1=CC=C(O1)C2=CC3=C(C=C2)N=CN=C3NC4=CC(=C(C=C4)OCC5=CC(=CC=C5)F)Cl. Drug 2: CN1C2=C(C=C(C=C2)N(CCCl)CCCl)N=C1CCCC(=O)O.Cl. Cell line: UACC62. Synergy scores: CSS=2.38, Synergy_ZIP=-1.71, Synergy_Bliss=-1.42, Synergy_Loewe=-3.32, Synergy_HSA=-1.44.